This data is from Retrosynthesis with 50K atom-mapped reactions and 10 reaction types from USPTO. The task is: Predict the reactants needed to synthesize the given product. (1) Given the product CS(=O)(=O)c1ccc(F)cc1NC1CCCc2ccccc21, predict the reactants needed to synthesize it. The reactants are: CS(=O)(=O)c1ccc(F)cc1F.NC1CCCc2ccccc21. (2) The reactants are: O=C1CC2(CCNCC2)c2ccccc21. Given the product c1ccc2c(c1)CCC21CCNCC1, predict the reactants needed to synthesize it. (3) Given the product CC1OCCN(Cc2ccccc2NS(=O)(=O)C(F)(F)F)C1=O, predict the reactants needed to synthesize it. The reactants are: CC1OCCNC1=O.O=S(=O)(Nc1ccccc1CO)C(F)(F)F.